Dataset: Full USPTO retrosynthesis dataset with 1.9M reactions from patents (1976-2016). Task: Predict the reactants needed to synthesize the given product. (1) Given the product [Cl:28][C:29]1[CH:34]=[CH:33][C:32]([C:35]2[CH:40]=[CH:39][C:38]([S:41]([NH:13][C:6]3[C:7]4[C:12](=[CH:11][CH:10]=[CH:9][CH:8]=4)[C:3]([O:2][CH3:1])=[C:4]([S:22][CH2:23][C:24]([O:26][CH3:27])=[O:25])[CH:5]=3)(=[O:43])=[O:42])=[CH:37][CH:36]=2)=[CH:31][CH:30]=1, predict the reactants needed to synthesize it. The reactants are: [CH3:1][O:2][C:3]1[C:12]2[C:7](=[CH:8][CH:9]=[CH:10][CH:11]=2)[C:6]([NH:13]S(C2SC=CC=2)(=O)=O)=[CH:5][C:4]=1[S:22][CH2:23][C:24]([O:26][CH3:27])=[O:25].[Cl:28][C:29]1[CH:34]=[CH:33][C:32]([C:35]2[CH:40]=[CH:39][C:38]([S:41](Cl)(=[O:43])=[O:42])=[CH:37][CH:36]=2)=[CH:31][CH:30]=1. (2) Given the product [C:11]([CH:16]1[CH2:21][CH2:20][C:19]([F:2])([F:1])[CH2:18][CH2:17]1)([O:13][CH2:14][CH3:15])=[O:12], predict the reactants needed to synthesize it. The reactants are: [FH:1].[FH:2].F.C(N(CC)CC)C.[C:11]([CH:16]1[CH2:21][CH2:20][C:19](=O)[CH2:18][CH2:17]1)([O:13][CH2:14][CH3:15])=[O:12]. (3) Given the product [CH2:30]([O:37][C:38]1[CH:43]=[CH:42][N:41]([C:2]2[CH:3]=[CH:4][C:5]3[C:6]4[CH2:22][N:21]([C:23]([O:25][C:26]([CH3:29])([CH3:28])[CH3:27])=[O:24])[CH2:20][CH2:19][C:7]=4[N:8]([CH2:11][O:12][CH2:13][CH3:14])[C:9]=3[CH:10]=2)[C:40](=[O:44])[CH:39]=1)[C:31]1[CH:32]=[CH:33][CH:34]=[CH:35][CH:36]=1, predict the reactants needed to synthesize it. The reactants are: Br[C:2]1[CH:3]=[CH:4][C:5]2[C:6]3[CH2:22][N:21]([C:23]([O:25][C:26]([CH3:29])([CH3:28])[CH3:27])=[O:24])[CH2:20][CH2:19][C:7]=3[N:8]([CH2:11][O:12][CH2:13][CH2:14][Si](C)(C)C)[C:9]=2[CH:10]=1.[CH2:30]([O:37][C:38]1[CH:43]=[CH:42][NH:41][C:40](=[O:44])[CH:39]=1)[C:31]1[CH:36]=[CH:35][CH:34]=[CH:33][CH:32]=1.C([O-])([O-])=O.[K+].[K+]. (4) The reactants are: [Br:1][C:2]1[N:6]2[N:7]=[C:8](Cl)[C:9]3[N:10]([CH3:15])[CH2:11][CH2:12][O:13][C:14]=3[C:5]2=[N:4][N:3]=1.[CH:17]1([CH2:20][NH2:21])[CH2:19][CH2:18]1.[CH2:22](O)CCC. Given the product [Br:1][C:2]1[N:6]2[N:7]=[C:8]([NH:21][CH2:20][CH:17]([CH3:22])[CH2:19][CH3:18])[C:9]3[N:10]([CH3:15])[CH2:11][CH2:12][O:13][C:14]=3[C:5]2=[N:4][N:3]=1, predict the reactants needed to synthesize it. (5) Given the product [C:1]([CH2:3][O:4][CH2:5][C@@H:6]([NH:8][C:9]([C:11]1[C:19]2[C:14](=[N:15][CH:16]=[C:17]([C:20]3[C:28]4[C:23](=[CH:24][C:25]([F:29])=[CH:26][CH:27]=4)[N:22]([CH3:30])[N:21]=3)[N:18]=2)[NH:13][CH:12]=1)=[O:10])[CH3:7])#[N:2], predict the reactants needed to synthesize it. The reactants are: [C:1]([CH2:3][O:4][CH2:5][C@@H:6]([NH:8][C:9]([C:11]1[C:19]2[C:14](=[N:15][CH:16]=[C:17]([C:20]3[C:28]4[C:23](=[CH:24][C:25]([F:29])=[CH:26][CH:27]=4)[N:22]([CH3:30])[N:21]=3)[N:18]=2)[N:13](COCC[Si](C)(C)C)[CH:12]=1)=[O:10])[CH3:7])#[N:2].CCCC[N+](CCCC)(CCCC)CCCC.[F-]. (6) Given the product [NH2:6][C:7]1[CH:12]=[CH:11][C:10]([S:13][C:14]2[CH:19]=[CH:18][C:17]([C:20]([N:22]3[CH2:27][CH:26]([CH3:28])[O:25][CH:24]([CH3:29])[CH2:23]3)=[O:21])=[CH:16][C:15]=2[NH:30][C:31]2[C:32]3[CH:40]=[CH:39][C:38]([CH:41]([CH3:43])[CH3:42])=[N:37][C:33]=3[N:34]=[CH:35][N:36]=2)=[CH:9][CH:8]=1, predict the reactants needed to synthesize it. The reactants are: ClC(Cl)(Cl)COC(=O)[NH:6][C:7]1[CH:12]=[CH:11][C:10]([S:13][C:14]2[CH:19]=[CH:18][C:17]([C:20]([N:22]3[CH2:27][CH:26]([CH3:28])[O:25][CH:24]([CH3:29])[CH2:23]3)=[O:21])=[CH:16][C:15]=2[NH:30][C:31]2[C:32]3[CH:40]=[CH:39][C:38]([CH:41]([CH3:43])[CH3:42])=[N:37][C:33]=3[N:34]=[CH:35][N:36]=2)=[CH:9][CH:8]=1.[OH-].[Na+].Cl. (7) Given the product [CH3:1][CH:2]([CH2:8][CH:9]=[O:22])[C:3]([O:5][CH2:6][CH3:7])=[O:4], predict the reactants needed to synthesize it. The reactants are: [CH3:1][CH:2]([CH2:8][CH:9]=C)[C:3]([O:5][CH2:6][CH3:7])=[O:4].N1C(C)=CC=CC=1C.C(Cl)Cl.[O:22]1CCOCC1. (8) Given the product [CH:21]1([C:18]2[CH:19]=[N:20][C:11]([NH:10][C:6]3[CH:5]=[C:4]4[C:9](=[CH:8][CH:7]=3)[N:1]([CH2:25][C:26]3[CH:31]=[CH:30][CH:29]=[C:28]([O:32][C:33]([F:34])([F:35])[F:36])[CH:27]=3)[CH:2]=[CH:3]4)=[C:12]([CH:17]=2)[C:13]([OH:15])=[O:14])[CH2:23][CH2:22]1, predict the reactants needed to synthesize it. The reactants are: [NH:1]1[C:9]2[C:4](=[CH:5][C:6]([NH:10][C:11]3[N:20]=[CH:19][C:18]([CH:21]4[CH2:23][CH2:22]4)=[CH:17][C:12]=3[C:13]([O:15]C)=[O:14])=[CH:7][CH:8]=2)[CH:3]=[CH:2]1.Br[CH2:25][C:26]1[CH:31]=[CH:30][CH:29]=[C:28]([O:32][C:33]([F:36])([F:35])[F:34])[CH:27]=1.[H-].[Na+].[OH-].[Na+].Cl.